This data is from Reaction yield outcomes from USPTO patents with 853,638 reactions. The task is: Predict the reaction yield, written as a fraction of the theoretical maximum amount of product (1.0 means a 100% yield; for example, 0.34 means a 34% yield). (1) The yield is 1.00. The reactants are [N:1]([C@H:4]1[CH2:8][N:7]([C:9]([O:11][C:12]([CH3:15])([CH3:14])[CH3:13])=[O:10])[C@@H:6]([CH:16]([CH3:18])[CH3:17])[CH2:5]1)=[N+]=[N-]. The catalyst is C(OCC)(=O)C.[Pd]. The product is [NH2:1][C@H:4]1[CH2:8][N:7]([C:9]([O:11][C:12]([CH3:14])([CH3:13])[CH3:15])=[O:10])[C@@H:6]([CH:16]([CH3:18])[CH3:17])[CH2:5]1. (2) The reactants are [NH2:1][C:2]1[N:7]=[C:6]([OH:8])[C:5]([N:9]=O)=[C:4]([NH2:11])[N:3]=1. The catalyst is [NH4+]=S. The product is [NH2:1][C:2]1[N:7]=[C:6]([OH:8])[C:5]([NH2:9])=[C:4]([NH2:11])[N:3]=1. The yield is 0.830. (3) The reactants are [Cl:1][CH:2]=[C:3]([C:15]1[CH:20]=[CH:19][CH:18]=[CH:17][N:16]=1)[O:4][Si](C(C)C)(C(C)C)C(C)C.C([O-])(O)=O.[Na+].C(Cl)Cl. The product is [Cl:1][CH2:2][C:3]([C:15]1[CH:20]=[CH:19][CH:18]=[CH:17][N:16]=1)=[O:4]. The catalyst is C(#N)C. The yield is 0.850. (4) The reactants are [CH3:1][C@H:2]([NH:7][C:8]([C:10]1[C:18]2[C:13](=[N:14][CH:15]=[C:16]([C:19]3[S:20][C:21]([CH:24]=[O:25])=[CH:22][CH:23]=3)[N:17]=2)[N:12]([CH2:26][O:27][CH2:28][CH2:29][Si:30]([CH3:33])([CH3:32])[CH3:31])[CH:11]=1)=[O:9])[C:3]([CH3:6])([CH3:5])[CH3:4].S(=O)(=O)([OH:36])N.Cl([O-])=O.[Na+].OP([O-])(O)=O.[K+]. The catalyst is O1CCOCC1.O. The product is [CH3:1][C@H:2]([NH:7][C:8]([C:10]1[C:18]2[C:13](=[N:14][CH:15]=[C:16]([C:19]3[S:20][C:21]([C:24]([OH:36])=[O:25])=[CH:22][CH:23]=3)[N:17]=2)[N:12]([CH2:26][O:27][CH2:28][CH2:29][Si:30]([CH3:33])([CH3:31])[CH3:32])[CH:11]=1)=[O:9])[C:3]([CH3:6])([CH3:5])[CH3:4]. The yield is 0.840. (5) The reactants are [C:1]([Si:5]([CH3:27])([CH3:26])[O:6][C:7]1([C:11]2[CH:16]=[CH:15][C:14](B3OC(C)(C)C(C)(C)O3)=[CH:13][CH:12]=2)[CH2:10][O:9][CH2:8]1)([CH3:4])([CH3:3])[CH3:2].Br[C:29]1[C:34]([N+:35]([O-:37])=[O:36])=[CH:33][C:32]([Br:38])=[CH:31][N:30]=1.P([O-])([O-])([O-])=O.[K+].[K+].[K+]. The catalyst is O1CCOCC1.C1C=CC(P(C2C=CC=CC=2)[C-]2C=CC=C2)=CC=1.C1C=CC(P(C2C=CC=CC=2)[C-]2C=CC=C2)=CC=1.Cl[Pd]Cl.[Fe+2].C(Cl)Cl. The product is [Br:38][C:32]1[CH:33]=[C:34]([N+:35]([O-:37])=[O:36])[C:29]([C:14]2[CH:15]=[CH:16][C:11]([C:7]3([O:6][Si:5]([C:1]([CH3:3])([CH3:4])[CH3:2])([CH3:27])[CH3:26])[CH2:8][O:9][CH2:10]3)=[CH:12][CH:13]=2)=[N:30][CH:31]=1. The yield is 0.380. (6) The product is [OH:6][CH2:7][C:8]1[CH:9]=[CH:10][C:11]([NH:14][C:15](=[O:34])[C:16]2[CH:21]=[C:20]([O:22][CH2:23][CH2:24][C:25]3[CH:29]=[CH:28][S:27][CH:26]=3)[CH:19]=[C:18]([O:30][CH:31]([CH3:32])[CH3:33])[CH:17]=2)=[N:12][CH:13]=1. The yield is 0.749. The reactants are C([SiH2][O:6][C:7](C)(C)[C:8]1[CH:9]=[CH:10][C:11]([NH:14][C:15](=[O:34])[C:16]2[CH:21]=[C:20]([O:22][CH2:23][CH2:24][C:25]3[CH:29]=[CH:28][S:27][CH:26]=3)[CH:19]=[C:18]([O:30][CH:31]([CH3:33])[CH3:32])[CH:17]=2)=[N:12][CH:13]=1)(C)(C)C.[F-].C([N+](CCCC)(CCCC)CCCC)CCC. The catalyst is C1COCC1.